Predict which catalyst facilitates the given reaction. From a dataset of Catalyst prediction with 721,799 reactions and 888 catalyst types from USPTO. (1) Reactant: Br[C:2]1[C:6](Br)=[CH:5][Se:4][CH:3]=1. Product: [CH:3]1[Se:4][CH:5]=[C:6]2[C:6]3[C:2]([C:6]4[C:2]([C:2]5[C:6](=[CH:5][Se:4][CH:3]=5)[C:2]=12)=[CH:3][Se:4][CH:5]=4)=[CH:3][Se:4][CH:5]=3. The catalyst class is: 23. (2) Reactant: [Br:1][C:2]1[CH2:3][C:4]2[C:9]([CH:10]=1)=[CH:8][CH:7]=[CH:6][CH:5]=2.[Mg:11]. Product: [CH2:10]1[C:9]2[C:4](=[CH:5][CH:6]=[CH:7][CH:8]=2)[CH:3]=[CH:2]1.[Br:1][Mg:11]. The catalyst class is: 7. (3) Reactant: C([O:8][C@@H:9]1[CH2:14][CH2:13][C@@H:12]([NH:15][C:16](=[O:22])[O:17][C:18]([CH3:21])([CH3:20])[CH3:19])[CH2:11][C@@H:10]1[CH3:23])C1C=CC=CC=1. The catalyst class is: 19. Product: [OH:8][C@H:9]1[CH2:14][CH2:13][C@@H:12]([NH:15][C:16](=[O:22])[O:17][C:18]([CH3:20])([CH3:19])[CH3:21])[CH2:11][C@H:10]1[CH3:23]. (4) Reactant: ClC1C=C(NC2[C:18]3[C:13](=[C:14]([CH2:19][CH3:20])[N:15]=[CH:16][CH:17]=3)[O:12][C:11]=2N)C=CC=1F.C[C:23](C)([O-:25])C.[K+].COCCl.ClC1C(OCOC)=CC=CN=1.C(OB(OCC)OCC)C.C([O-])([O-])=O.[K+].[K+]. Product: [CH2:19]([C:14]1[C:13]([O:12][CH2:11][O:25][CH3:23])=[CH:18][CH:17]=[CH:16][N:15]=1)[CH3:20]. The catalyst class is: 73. (5) Reactant: [BH4-].[Na+].[C:3]([C:5](=[C:10]1[CH2:14][C:13]([CH3:16])([CH3:15])[CH2:12][CH:11]1[CH3:17])[C:6](OC)=[O:7])#[N:4].CC(C)=O.Cl. Product: [OH:7][CH2:6][CH:5]([CH:10]1[CH2:14][C:13]([CH3:16])([CH3:15])[CH2:12][CH:11]1[CH3:17])[C:3]#[N:4]. The catalyst class is: 8. (6) Reactant: [NH2:1][C:2]1[CH:7]=[CH:6][C:5]([CH2:8][C:9]([O:11][C:12]([CH3:15])([CH3:14])[CH3:13])=[O:10])=[CH:4][C:3]=1[O:16][CH3:17].C(N(CC)CC)C.[CH3:25][O:26][C:27]1[CH:32]=[CH:31][CH:30]=[CH:29][C:28]=1[N:33]=[C:34]=[O:35]. Product: [CH3:25][O:26][C:27]1[CH:32]=[CH:31][CH:30]=[CH:29][C:28]=1[NH:33][C:34](=[O:35])[NH:1][C:2]1[CH:7]=[CH:6][C:5]([CH2:8][C:9]([O:11][C:12]([CH3:14])([CH3:13])[CH3:15])=[O:10])=[CH:4][C:3]=1[O:16][CH3:17]. The catalyst class is: 1. (7) Reactant: Br[CH2:2][C:3](=O)[CH:4]([CH3:6])[CH3:5].[NH2:8][C:9](=[S:15])[C:10]([O:12][CH2:13][CH3:14])=[O:11]. Product: [CH:4]([C:3]1[N:8]=[C:9]([C:10]([O:12][CH2:13][CH3:14])=[O:11])[S:15][CH:2]=1)([CH3:6])[CH3:5]. The catalyst class is: 8.